From a dataset of CYP1A2 inhibition data for predicting drug metabolism from PubChem BioAssay. Regression/Classification. Given a drug SMILES string, predict its absorption, distribution, metabolism, or excretion properties. Task type varies by dataset: regression for continuous measurements (e.g., permeability, clearance, half-life) or binary classification for categorical outcomes (e.g., BBB penetration, CYP inhibition). Dataset: cyp1a2_veith. The molecule is CC(C)C(=O)NC(=S)Nc1ccccc1C(=O)Nc1ccccc1. The result is 1 (inhibitor).